From a dataset of Forward reaction prediction with 1.9M reactions from USPTO patents (1976-2016). Predict the product of the given reaction. (1) Given the reactants [Br:1][C:2]1[CH:11]=[C:10]2[CH:5]([C:6]([CH3:14])([CH3:13])[CH2:7][CH2:8][C:9]2=O)[CH2:4][C:3]=1[O:15][CH3:16].[C:17]([Mg]Cl)([CH3:20])([CH3:19])[CH3:18], predict the reaction product. The product is: [Br:1][C:2]1[CH:11]=[C:10]2[C:5](=[CH:4][C:3]=1[O:15][CH3:16])[C:6]([CH3:14])([CH3:13])[CH2:7][CH:8]=[C:9]2[C:17]([CH3:20])([CH3:19])[CH3:18]. (2) Given the reactants [C:1](Cl)(Cl)=[O:2].[OH:5][C:6]1[N:11]=[CH:10][C:9]([N:12]2[C:17](=[O:18])[CH2:16][C:15]([CH3:20])([CH3:19])[CH2:14][C:13]2=[O:21])=[CH:8][CH:7]=1.C(N(CC)CC)C.N12CCN(CC1)CC2.[N:37]1[CH:42]=[CH:41][CH:40]=[CH:39][C:38]=1[N:43]1[CH2:48][CH2:47][NH:46][CH2:45][CH2:44]1, predict the reaction product. The product is: [CH3:20][C:15]1([CH3:19])[CH2:16][C:17](=[O:18])[N:12]([C:9]2[CH:10]=[N:11][C:6]([O:5][C:1]([N:46]3[CH2:47][CH2:48][N:43]([C:38]4[CH:39]=[CH:40][CH:41]=[CH:42][N:37]=4)[CH2:44][CH2:45]3)=[O:2])=[CH:7][CH:8]=2)[C:13](=[O:21])[CH2:14]1. (3) Given the reactants [NH:1]1[CH2:6][CH2:5][CH2:4][CH:3]2[CH2:7][N:8]([C:10]([O:12][C:13]([CH3:16])([CH3:15])[CH3:14])=[O:11])[CH2:9][CH:2]12.Br[CH2:18][CH2:19][CH2:20][Cl:21].C([O-])([O-])=O.[K+].[K+], predict the reaction product. The product is: [Cl:21][CH2:20][CH2:19][CH2:18][N:1]1[CH2:6][CH2:5][CH2:4][CH:3]2[CH2:7][N:8]([C:10]([O:12][C:13]([CH3:16])([CH3:15])[CH3:14])=[O:11])[CH2:9][CH:2]12. (4) Given the reactants [CH3:1][Si:2]([CH3:51])([CH3:50])[CH2:3][CH2:4][O:5][C:6](=[O:49])[CH:7]([CH2:33][CH:34]=[CH:35][CH2:36][P:37]([O:41][CH:42]([C:44]([O:46]CC)=[O:45])[CH3:43])([O:39]C)=[O:38])[CH2:8][C:9]([CH3:32])=[CH:10][CH2:11][C:12]1[C:13]([O:25][CH2:26][CH2:27][Si:28]([CH3:31])([CH3:30])[CH3:29])=[C:14]2[C:18](=[C:19]([CH3:23])[C:20]=1[O:21][CH3:22])[CH2:17][O:16][C:15]2=[O:24].C(N)(C)(C)C, predict the reaction product. The product is: [CH3:50][Si:2]([CH3:1])([CH3:51])[CH2:3][CH2:4][O:5][C:6](=[O:49])[CH:7]([CH2:33][CH:34]=[CH:35][CH2:36][P:37]([O:41][CH:42]([C:44]([OH:46])=[O:45])[CH3:43])([OH:39])=[O:38])[CH2:8][C:9]([CH3:32])=[CH:10][CH2:11][C:12]1[C:13]([O:25][CH2:26][CH2:27][Si:28]([CH3:29])([CH3:31])[CH3:30])=[C:14]2[C:18](=[C:19]([CH3:23])[C:20]=1[O:21][CH3:22])[CH2:17][O:16][C:15]2=[O:24]. (5) Given the reactants [F:1][C:2]([F:32])([F:31])[C:3]1[CH:8]=[CH:7][C:6]([CH:9]2[CH2:14][N:13]([C:15](OC3C=CC([N+]([O-])=O)=CC=3)=[O:16])[CH2:12][CH:11]([C:27]([O:29][CH3:30])=[O:28])[CH2:10]2)=[CH:5][CH:4]=1.Cl.[CH3:34][O:35][CH:36]1[CH2:39][NH:38][CH2:37]1.C(=O)([O-])[O-].[K+].[K+], predict the reaction product. The product is: [CH3:34][O:35][CH:36]1[CH2:39][N:38]([C:15]([N:13]2[CH2:14][CH:9]([C:6]3[CH:5]=[CH:4][C:3]([C:2]([F:32])([F:31])[F:1])=[CH:8][CH:7]=3)[CH2:10][CH:11]([C:27]([O:29][CH3:30])=[O:28])[CH2:12]2)=[O:16])[CH2:37]1. (6) Given the reactants [CH3:1][C:2]1[CH:7]=[CH:6][C:5]([S:8]([O:11][CH2:12][CH:13]2[CH2:17][C:16]3[CH:18]=[CH:19][CH:20]=[C:21](Br)[C:15]=3[O:14]2)(=[O:10])=[O:9])=[CH:4][CH:3]=1.[F:23][C:24]1[CH:29]=[CH:28][CH:27]=[CH:26][C:25]=1B(O)O.C(=O)([O-])[O-].[K+].[K+].CC1C=CC(S(OCC2CC3C(C4C=CC=CC=4)=CC=CC=3O2)(=O)=O)=CC=1, predict the reaction product. The product is: [CH3:1][C:2]1[CH:7]=[CH:6][C:5]([S:8]([O:11][CH2:12][CH:13]2[CH2:17][C:16]3[CH:18]=[CH:19][CH:20]=[C:21]([C:25]4[CH:26]=[CH:27][CH:28]=[CH:29][C:24]=4[F:23])[C:15]=3[O:14]2)(=[O:10])=[O:9])=[CH:4][CH:3]=1.